The task is: Predict which catalyst facilitates the given reaction.. This data is from Catalyst prediction with 721,799 reactions and 888 catalyst types from USPTO. Reactant: O[C:2]1[CH:10]=[CH:9][CH:8]=[C:7](O)[C:3]=1[C:4](O)=[O:5].[CH2:12](Br)[C:13]1[CH:18]=[CH:17][CH:16]=[CH:15][CH:14]=1.[C:20]([O-:23])([O-])=[O:21].[K+].[K+].[OH2:26]. Product: [CH2:12]([O:23][C:20](=[O:21])[C:2]1[C:10]([O:26][CH2:12][C:13]2[CH:18]=[CH:17][CH:16]=[CH:15][CH:14]=2)=[CH:9][CH:8]=[CH:7][C:3]=1[O:5][CH2:4][C:3]1[CH:7]=[CH:8][CH:9]=[CH:10][CH:2]=1)[C:13]1[CH:18]=[CH:17][CH:16]=[CH:15][CH:14]=1. The catalyst class is: 3.